This data is from Reaction yield outcomes from USPTO patents with 853,638 reactions. The task is: Predict the reaction yield, written as a fraction of the theoretical maximum amount of product (1.0 means a 100% yield; for example, 0.34 means a 34% yield). (1) The reactants are Cl[C:2]1[N:7]=[C:6]([C:8]2[N:12]3[CH:13]=[CH:14][CH:15]=[CH:16][C:11]3=[N:10][C:9]=2[C:17]2[CH:18]=[C:19]([CH:31]=[CH:32][CH:33]=2)[C:20]([NH:22][C:23]2[C:28]([F:29])=[CH:27][CH:26]=[CH:25][C:24]=2[F:30])=[O:21])[CH:5]=[CH:4][N:3]=1.[CH3:34][C:35]1[C:36]([N:44]2[CH2:49][CH2:48][N:47]([CH2:50][CH2:51][S:52]([CH3:55])(=[O:54])=[O:53])[CH2:46][CH2:45]2)=[CH:37][C:38]([O:42][CH3:43])=[C:39]([CH:41]=1)[NH2:40].C1(C)C=CC(S(O)(=O)=O)=CC=1.C[O-].[Na+]. The catalyst is C(Cl)Cl.CC(O)C. The product is [F:30][C:24]1[CH:25]=[CH:26][CH:27]=[C:28]([F:29])[C:23]=1[NH:22][C:20](=[O:21])[C:19]1[CH:31]=[CH:32][CH:33]=[C:17]([C:9]2[N:10]=[C:11]3[CH:16]=[CH:15][CH:14]=[CH:13][N:12]3[C:8]=2[C:6]2[CH:5]=[CH:4][N:3]=[C:2]([NH:40][C:39]3[CH:41]=[C:35]([CH3:34])[C:36]([N:44]4[CH2:49][CH2:48][N:47]([CH2:50][CH2:51][S:52]([CH3:55])(=[O:54])=[O:53])[CH2:46][CH2:45]4)=[CH:37][C:38]=3[O:42][CH3:43])[N:7]=2)[CH:18]=1. The yield is 0.490. (2) The reactants are [F:1][C:2]1([F:23])[CH2:7][CH2:6][CH:5]([CH2:8][C:9]2[N:13]3[C:14]([CH3:20])=[CH:15][C:16]([C:18]#[N:19])=[CH:17][C:12]3=[N:11][C:10]=2[CH2:21][OH:22])[CH2:4][CH2:3]1.C(N(CC)CC)C.[CH3:31][S:32](Cl)(=[O:34])=[O:33].C(=O)([O-])O.[Na+]. The catalyst is C1COCC1. The product is [CH3:31][S:32]([O:22][CH2:21][C:10]1[N:11]=[C:12]2[CH:17]=[C:16]([C:18]#[N:19])[CH:15]=[C:14]([CH3:20])[N:13]2[C:9]=1[CH2:8][CH:5]1[CH2:6][CH2:7][C:2]([F:1])([F:23])[CH2:3][CH2:4]1)(=[O:34])=[O:33]. The yield is 0.950.